This data is from Forward reaction prediction with 1.9M reactions from USPTO patents (1976-2016). The task is: Predict the product of the given reaction. (1) Given the reactants [Br:1][C:2]1[CH:3]=[CH:4][C:5]2[N:9]=[C:8](C(Cl)(Cl)Cl)[N:7]([C:14]3[CH:19]=[CH:18][N:17]=[C:16]([NH2:20])[N:15]=3)[C:6]=2[CH:21]=1.[OH:22][CH:23]1[CH2:26][N:25]([C:27](=[O:29])[CH3:28])[CH2:24]1.CC(C)([O-])C.[K+], predict the reaction product. The product is: [NH2:20][C:16]1[N:15]=[C:14]([N:7]2[C:6]3[CH:21]=[C:2]([Br:1])[CH:3]=[CH:4][C:5]=3[N:9]=[C:8]2[O:22][CH:23]2[CH2:26][N:25]([C:27](=[O:29])[CH3:28])[CH2:24]2)[CH:19]=[CH:18][N:17]=1. (2) Given the reactants C(Cl)(=O)C(Cl)=O.CS(C)=O.[CH2:11]([N:18]1[C:27]([CH2:28][OH:29])=[C:26]([C:30]2[CH:35]=[CH:34][CH:33]=[CH:32][CH:31]=2)[C:25]2[C:20](=[CH:21][CH:22]=[C:23]([Br:36])[CH:24]=2)[C:19]1=[O:37])[C:12]1[CH:17]=[CH:16][CH:15]=[CH:14][CH:13]=1.C(N(CC)CC)C, predict the reaction product. The product is: [CH2:11]([N:18]1[C:27]([CH:28]=[O:29])=[C:26]([C:30]2[CH:31]=[CH:32][CH:33]=[CH:34][CH:35]=2)[C:25]2[C:20](=[CH:21][CH:22]=[C:23]([Br:36])[CH:24]=2)[C:19]1=[O:37])[C:12]1[CH:13]=[CH:14][CH:15]=[CH:16][CH:17]=1.